From a dataset of Reaction yield outcomes from USPTO patents with 853,638 reactions. Predict the reaction yield, written as a fraction of the theoretical maximum amount of product (1.0 means a 100% yield; for example, 0.34 means a 34% yield). (1) The reactants are [OH:1][C:2]1[CH:7]=[CH:6][C:5]([C:8]2[C:13]([CH3:14])=[N:12][N:11]([C:15]3[CH:20]=[CH:19][CH:18]=[CH:17][N:16]=3)[C:10](=[O:21])[CH:9]=2)=[CH:4][CH:3]=1.[C:22](=[O:25])([O-])[O-:23].[Cs+].[Cs+]. The catalyst is CN(C=O)C. The product is [C:5]([O:23][C:22]([N:16]1[CH2:17][CH2:18][CH:19]([O:1][C:2]2[CH:7]=[CH:6][C:5]([C:8]3[C:13]([CH3:14])=[N:12][N:11]([C:15]4[CH:20]=[CH:19][CH:18]=[CH:17][N:16]=4)[C:10](=[O:21])[CH:9]=3)=[CH:4][CH:3]=2)[CH2:20][CH2:15]1)=[O:25])([CH3:8])([CH3:6])[CH3:4]. The yield is 0.720. (2) The reactants are [F:1][C:2]1[CH:3]=[C:4]2[C:8](=[CH:9][CH:10]=1)[NH:7][C:6](=[O:11])[CH2:5]2.[CH2:12](O)[CH3:13].[NH:15]1[CH2:19][CH2:18][CH2:17][CH2:16]1.[C:20]([OH:23])(=[O:22])[CH3:21]. No catalyst specified. The product is [F:1][C:2]1[CH:3]=[C:4]2[C:8](=[CH:9][CH:10]=1)[NH:7][C:6](=[O:11])/[C:5]/2=[CH:17]\[C:16]1[NH:15][C:19]([CH3:18])=[C:21]([C:20]([OH:23])=[O:22])[C:12]=1[CH3:13]. The yield is 0.790. (3) The catalyst is C1(C)C=CC=CC=1.[Fe]. The yield is 0.360. The reactants are O.C(O)(=O)C.[CH:6]([S:9][C:10]1[CH:15]=[C:14]([C:16]2[C:21]([Cl:22])=[CH:20][C:19]([C:23]([F:26])([F:25])[F:24])=[CH:18][C:17]=2[Cl:27])[CH:13]=[CH:12][C:11]=1[N+:28]([O-])=O)([CH3:8])[CH3:7].C(SC1C=C(C2C(C(F)(F)F)=NNC=2)C=CC=1C(OC)=O)CC. The product is [Cl:27][C:17]1[CH:18]=[C:19]([C:23]([F:26])([F:24])[F:25])[CH:20]=[C:21]([Cl:22])[C:16]=1[C:14]1[CH:13]=[CH:12][C:11]([NH2:28])=[C:10]([S:9][CH:6]([CH3:8])[CH3:7])[CH:15]=1.